Dataset: Full USPTO retrosynthesis dataset with 1.9M reactions from patents (1976-2016). Task: Predict the reactants needed to synthesize the given product. Given the product [CH3:1][O:2][CH2:3][CH2:4][S:6]([O-:9])(=[O:8])=[O:7].[Na+:10], predict the reactants needed to synthesize it. The reactants are: [CH3:1][O:2][CH2:3][CH2:4]Cl.[S:6]([O-:9])([O-:8])=[O:7].[Na+:10].[Na+].O.